This data is from Forward reaction prediction with 1.9M reactions from USPTO patents (1976-2016). The task is: Predict the product of the given reaction. (1) Given the reactants [CH3:1][S:2]([C:5]1[N:10]=[CH:9][C:8]([N:11]2[CH2:15][CH2:14][C:13]3([CH2:20][CH2:19][NH:18][CH2:17][CH2:16]3)[CH2:12]2)=[CH:7][CH:6]=1)(=[O:4])=[O:3].[CH3:21][C:22]1[C:30]([C@@H:31]2[CH2:33][O:32]2)=[CH:29][CH:28]=[C:27]2[C:23]=1[CH2:24][O:25][C:26]2=[O:34], predict the reaction product. The product is: [OH:32][C@H:31]([C:30]1[C:22]([CH3:21])=[C:23]2[C:27](=[CH:28][CH:29]=1)[C:26](=[O:34])[O:25][CH2:24]2)[CH2:33][N:18]1[CH2:19][CH2:20][C:13]2([CH2:12][N:11]([C:8]3[CH:9]=[N:10][C:5]([S:2]([CH3:1])(=[O:3])=[O:4])=[CH:6][CH:7]=3)[CH2:15][CH2:14]2)[CH2:16][CH2:17]1. (2) Given the reactants [NH2:1][C:2]1[C:7]([N+:8]([O-])=O)=[CH:6][CH:5]=[C:4]([N:11]2[CH2:15][CH2:14][CH2:13][CH2:12]2)[N:3]=1, predict the reaction product. The product is: [NH2:8][C:7]1[CH:6]=[CH:5][C:4]([N:11]2[CH2:15][CH2:14][CH2:13][CH2:12]2)=[N:3][C:2]=1[NH2:1]. (3) Given the reactants O=S(Cl)[Cl:3].[NH2:5][C:6]1[N:15]2[N:16]=[C:17]([CH2:19][CH2:20][CH2:21]O)[N:18]=[C:14]2[C:13]2[CH:12]=[CH:11][CH:10]=[C:9]([O:23][CH3:24])[C:8]=2[N:7]=1, predict the reaction product. The product is: [Cl:3][CH2:21][CH2:20][CH2:19][C:17]1[N:18]=[C:14]2[N:15]([C:6]([NH2:5])=[N:7][C:8]3[C:9]([O:23][CH3:24])=[CH:10][CH:11]=[CH:12][C:13]=32)[N:16]=1. (4) The product is: [C:1]([O:5][C:6](=[O:24])[NH:7][C@H:8]([CH:21]([CH3:22])[CH3:23])[C:9](=[O:20])[CH2:10][CH2:11][C:12]1[CH:17]=[CH:16][CH:15]=[C:14]([C:18]#[N:19])[CH:13]=1)([CH3:4])([CH3:3])[CH3:2]. Given the reactants [C:1]([O:5][C:6](=[O:24])[NH:7][C@H:8]([CH:21]([CH3:23])[CH3:22])[C:9](=[O:20])/[CH:10]=[CH:11]\[C:12]1[CH:17]=[CH:16][CH:15]=[C:14]([C:18]#[N:19])[CH:13]=1)([CH3:4])([CH3:3])[CH3:2], predict the reaction product. (5) Given the reactants [OH:1][CH:2]([CH2:8][CH2:9][CH2:10][CH2:11][CH2:12][CH2:13][CH2:14]/[CH:15]=[CH:16]\[CH2:17]/[CH:18]=[CH:19]\[CH2:20][CH2:21][CH2:22][CH2:23][CH3:24])[CH2:3][C:4]([O:6][CH3:7])=[O:5].[C:25]([Si:29](Cl)([CH3:31])[CH3:30])([CH3:28])([CH3:27])[CH3:26], predict the reaction product. The product is: [Si:29]([O:1][CH:2]([CH2:8][CH2:9][CH2:10][CH2:11][CH2:12][CH2:13][CH2:14]/[CH:15]=[CH:16]\[CH2:17]/[CH:18]=[CH:19]\[CH2:20][CH2:21][CH2:22][CH2:23][CH3:24])[CH2:3][C:4]([O:6][CH3:7])=[O:5])([C:25]([CH3:28])([CH3:27])[CH3:26])([CH3:31])[CH3:30]. (6) Given the reactants [Br:1][C:2]1[CH:3]=[C:4]2[C:9](=[CH:10][C:11]=1[O:12]C)[O:8][C:7](=[O:14])[C:6]([C:15]1[CH:20]=[CH:19][C:18]([C:21]([F:24])([F:23])[F:22])=[CH:17][CH:16]=1)=[C:5]2[CH2:25][C:26]1[CH:31]=[CH:30][C:29]([O:32][CH2:33][CH2:34][N:35]2[CH2:39][CH2:38][CH2:37][CH2:36]2)=[CH:28][CH:27]=1.Br.C(=O)(O)[O-].[Na+], predict the reaction product. The product is: [Br:1][C:2]1[CH:3]=[C:4]2[C:9](=[CH:10][C:11]=1[OH:12])[O:8][C:7](=[O:14])[C:6]([C:15]1[CH:20]=[CH:19][C:18]([C:21]([F:22])([F:23])[F:24])=[CH:17][CH:16]=1)=[C:5]2[CH2:25][C:26]1[CH:31]=[CH:30][C:29]([O:32][CH2:33][CH2:34][N:35]2[CH2:36][CH2:37][CH2:38][CH2:39]2)=[CH:28][CH:27]=1. (7) Given the reactants [CH2:1]([C:3]([N:13]1[CH2:18][CH2:17][N:16]([CH3:19])[CH2:15][CH2:14]1)([C:7]1[CH:12]=[CH:11][CH:10]=[CH:9][N:8]=1)[C:4]([O-:6])=[O:5])C.[Li+].C[Si]([N-][Si](C)(C)C)(C)C.CI.O.[CH2:33]1COC[CH2:34]1, predict the reaction product. The product is: [CH3:19][N:16]1[CH2:15][CH2:14][N:13]([C:3]([C:7]2[CH:12]=[CH:11][CH:10]=[CH:9][N:8]=2)([CH3:1])[C:4]([O:6][CH2:33][CH3:34])=[O:5])[CH2:18][CH2:17]1.